This data is from Forward reaction prediction with 1.9M reactions from USPTO patents (1976-2016). The task is: Predict the product of the given reaction. Given the reactants [NH2:1][C:2]1[CH:7]=[CH:6][C:5]([C:8]([C:10]2[CH:15]=[CH:14][N:13]=[CH:12][CH:11]=2)=[O:9])=[CH:4][CH:3]=1.[NH4+].[N:17]#[C:18][S-:19].BrBr, predict the reaction product. The product is: [NH2:17][C:18]1[S:19][C:3]2[CH:4]=[C:5]([C:8]([C:10]3[CH:15]=[CH:14][N:13]=[CH:12][CH:11]=3)=[O:9])[CH:6]=[CH:7][C:2]=2[N:1]=1.